From a dataset of Peptide-MHC class I binding affinity with 185,985 pairs from IEDB/IMGT. Regression. Given a peptide amino acid sequence and an MHC pseudo amino acid sequence, predict their binding affinity value. This is MHC class I binding data. (1) The peptide sequence is TTRAWFDKK. The MHC is HLA-A02:06 with pseudo-sequence HLA-A02:06. The binding affinity (normalized) is 0. (2) The peptide sequence is TFNSLNTDDY. The MHC is HLA-A03:01 with pseudo-sequence HLA-A03:01. The binding affinity (normalized) is 0.205. (3) The peptide sequence is TATPAWDAL. The MHC is HLA-A80:01 with pseudo-sequence HLA-A80:01. The binding affinity (normalized) is 0.0847. (4) The peptide sequence is MTSERTLAV. The MHC is HLA-C15:02 with pseudo-sequence HLA-C15:02. The binding affinity (normalized) is 0.671. (5) The peptide sequence is FYHISTGGY. The MHC is HLA-A26:03 with pseudo-sequence HLA-A26:03. The binding affinity (normalized) is 0.0847. (6) The MHC is H-2-Kb with pseudo-sequence H-2-Kb. The peptide sequence is VTGVKYPKF. The binding affinity (normalized) is 0.439. (7) The peptide sequence is RGGRAFVTI. The MHC is HLA-A68:01 with pseudo-sequence HLA-A68:01. The binding affinity (normalized) is 0. (8) The peptide sequence is EVIPYTPAM. The MHC is HLA-A25:01 with pseudo-sequence HLA-A25:01. The binding affinity (normalized) is 0.778. (9) The peptide sequence is HPVLVTATL. The MHC is HLA-A23:01 with pseudo-sequence HLA-A23:01. The binding affinity (normalized) is 0.0847. (10) The peptide sequence is ADLVCEQGN. The MHC is HLA-B27:05 with pseudo-sequence HLA-B27:05. The binding affinity (normalized) is 0.